Dataset: Forward reaction prediction with 1.9M reactions from USPTO patents (1976-2016). Task: Predict the product of the given reaction. (1) Given the reactants [CH3:1][O:2][CH2:3][CH2:4][NH:5][CH2:6][C:7]1[CH:12]=[CH:11][C:10]([O:13][CH3:14])=[CH:9][CH:8]=1.[Cl:15][C:16]1[CH:17]=[C:18](N(C2CC2)CC2C=CC(OC)=CC=2)[C:19]2[N:20]([C:22]([C:25]#[N:26])=[CH:23][N:24]=2)[N:21]=1, predict the reaction product. The product is: [Cl:15][C:16]1[CH:17]=[C:18]([N:5]([CH2:6][C:7]2[CH:8]=[CH:9][C:10]([O:13][CH3:14])=[CH:11][CH:12]=2)[CH2:4][CH2:3][O:2][CH3:1])[C:19]2[N:20]([C:22]([C:25]#[N:26])=[CH:23][N:24]=2)[N:21]=1. (2) Given the reactants [NH:1]1[C:9]2[C:4](=[CH:5][CH:6]=[CH:7][CH:8]=2)[CH2:3][C:2]1=[O:10].[NH:11]1[C:19]2[C:14](=[CH:15][C:16]([CH:20]=O)=[CH:17][CH:18]=2)[CH:13]=[N:12]1.N1CCCCC1, predict the reaction product. The product is: [NH:11]1[C:19]2[C:14](=[CH:15][C:16](/[CH:20]=[C:3]3/[C:2](=[O:10])[NH:1][C:9]4[C:4]/3=[CH:5][CH:6]=[CH:7][CH:8]=4)=[CH:17][CH:18]=2)[CH:13]=[N:12]1. (3) The product is: [C:30]([NH:29][C:26]1[CH:27]=[CH:28][C:23]([O:22][C:16]2[C:15]3[C:20](=[CH:21][C:12]([O:11][CH2:10][CH2:9][C@H:8]([NH:40][C:41]([C:15]([CH3:20])([CH3:16])[CH3:14])=[O:42])[C:7]([OH:6])=[O:48])=[C:13]([O:38][CH3:39])[CH:14]=3)[N:19]=[CH:18][CH:17]=2)=[CH:24][CH:25]=1)(=[O:49])[C:31]1[CH:36]=[CH:35][CH:34]=[CH:33][CH:32]=1. Given the reactants C1([O:6][C:7](=[O:48])[C@@H:8]([NH:40][C:41](OC(C)(C)C)=[O:42])[CH2:9][CH2:10][O:11][C:12]2[CH:21]=[C:20]3[C:15]([C:16]([O:22][C:23]4[CH:28]=[CH:27][C:26]([NH:29][C:30](=O)[C:31]5[CH:36]=[CH:35][CH:34]=[CH:33][CH:32]=5)=[CH:25][CH:24]=4)=[CH:17][CH:18]=[N:19]3)=[CH:14][C:13]=2[O:38][CH3:39])CCCC1.[OH-:49].[Na+], predict the reaction product. (4) Given the reactants C(OC([N:8]1[CH2:13][CH2:12][C@H:11]([C:14]2[CH:15]=[C:16]([C:20]3[CH:25]=[CH:24][CH:23]=[C:22]([OH:26])[CH:21]=3)[CH:17]=[CH:18][CH:19]=2)[C@@H:10]([O:27][CH2:28][C:29]2[CH:38]=[CH:37][C:36]3[C:31](=[CH:32][CH:33]=[CH:34][CH:35]=3)[CH:30]=2)[CH2:9]1)=O)(C)(C)C.[CH3:39][O:40][CH2:41][CH2:42][Cl:43].C([O-])([O-])=O.[K+].[K+].Cl, predict the reaction product. The product is: [ClH:43].[CH3:39][O:40][CH2:41][CH2:42][O:26][C:22]1[CH:21]=[C:20]([C:16]2[CH:17]=[CH:18][CH:19]=[C:14]([C@H:11]3[CH2:12][CH2:13][NH:8][CH2:9][C@@H:10]3[O:27][CH2:28][C:29]3[CH:38]=[CH:37][C:36]4[C:31](=[CH:32][CH:33]=[CH:34][CH:35]=4)[CH:30]=3)[CH:15]=2)[CH:25]=[CH:24][CH:23]=1. (5) The product is: [F:1][C:2]1[CH:10]=[C:9]2[C:5]([C:6]([C:20]3[CH:21]=[N:22][N:23]([CH2:25][CH:26]4[CH2:53][CH2:52][S:49](=[O:51])(=[O:50])[CH2:30][CH2:31]4)[CH:24]=3)=[CH:7][NH:8]2)=[CH:4][CH:3]=1. Given the reactants [F:1][C:2]1[CH:10]=[C:9]2[C:5]([C:6]([C:20]3[CH:21]=[N:22][N:23]([CH2:25][CH:26]4[CH2:31][CH2:30]N(C(OC(C)(C)C)=O)CC4)[CH:24]=3)=[CH:7][N:8]2S(C2C=CC=CC=2)(=O)=O)=[CH:4][CH:3]=1.FC1C=C2C(C(C3C=NNC=3)=CN2[S:49]([C:52]2C=CC=C[CH:53]=2)(=[O:51])=[O:50])=CC=1.CS(OCC1CCS(=O)(=O)CC1)(=O)=O, predict the reaction product. (6) Given the reactants C(OC([N:8]1[CH2:12][CH2:11][CH:10]([C:13]2[N:18]=[C:17]([C:19]3[CH:24]=[CH:23][C:22]([O:25][C:26]4[CH:31]=[CH:30][CH:29]=[CH:28][CH:27]=4)=[CH:21][CH:20]=3)[C:16]([C:32](=[O:34])[NH2:33])=[CH:15][N:14]=2)[CH2:9]1)=O)(C)(C)C.C(O)(C(F)(F)F)=O, predict the reaction product. The product is: [O:25]([C:22]1[CH:23]=[CH:24][C:19]([C:17]2[C:16]([C:32]([NH2:33])=[O:34])=[CH:15][N:14]=[C:13]([CH:10]3[CH2:11][CH2:12][NH:8][CH2:9]3)[N:18]=2)=[CH:20][CH:21]=1)[C:26]1[CH:31]=[CH:30][CH:29]=[CH:28][CH:27]=1.